This data is from Retrosynthesis with 50K atom-mapped reactions and 10 reaction types from USPTO. The task is: Predict the reactants needed to synthesize the given product. The reactants are: CC(c1ccc(Br)cc1)N1CCOCC1.Cc1ncc(-c2nc(N)ncc2F)n1C1CCOCC1. Given the product Cc1ncc(-c2nc(Nc3ccc(C(C)N4CCOCC4)cc3)ncc2F)n1C1CCOCC1, predict the reactants needed to synthesize it.